From a dataset of Peptide-MHC class II binding affinity with 134,281 pairs from IEDB. Regression. Given a peptide amino acid sequence and an MHC pseudo amino acid sequence, predict their binding affinity value. This is MHC class II binding data. The peptide sequence is IISTFHLSIPNFNQY. The MHC is DRB4_0101 with pseudo-sequence DRB4_0103. The binding affinity (normalized) is 0.444.